Dataset: Catalyst prediction with 721,799 reactions and 888 catalyst types from USPTO. Task: Predict which catalyst facilitates the given reaction. (1) Reactant: [Li+].[OH-].[CH2:3]([O:10][C:11]1[CH:12]=[C:13]([CH2:25][C@H:26]([NH:37][C:38](=[O:51])[C@@H:39]([NH:41][C:42](=[O:50])[CH2:43][N:44]2[CH2:49][CH2:48][O:47][CH2:46][CH2:45]2)[CH3:40])[C:27]([O:29]CC2C=CC=CC=2)=[O:28])[CH:14]=[CH:15][C:16]=1[O:17][CH2:18][C:19]1[CH:24]=[CH:23][CH:22]=[CH:21][CH:20]=1)[C:4]1[CH:9]=[CH:8][CH:7]=[CH:6][CH:5]=1.Cl. Product: [CH2:3]([O:10][C:11]1[CH:12]=[C:13]([CH2:25][C@H:26]([NH:37][C:38](=[O:51])[C@@H:39]([NH:41][C:42](=[O:50])[CH2:43][N:44]2[CH2:45][CH2:46][O:47][CH2:48][CH2:49]2)[CH3:40])[C:27]([OH:29])=[O:28])[CH:14]=[CH:15][C:16]=1[O:17][CH2:18][C:19]1[CH:20]=[CH:21][CH:22]=[CH:23][CH:24]=1)[C:4]1[CH:5]=[CH:6][CH:7]=[CH:8][CH:9]=1. The catalyst class is: 72. (2) Reactant: [N:1]([CH2:4][C:5]([C:7]1[CH:8]=[CH:9][C:10]2[NH:14][C:13](=[O:15])[NH:12][C:11]=2[CH:16]=1)=[O:6])=[N+]=[N-].[ClH:17]. Product: [ClH:17].[NH2:1][CH2:4][C:5]([C:7]1[CH:8]=[CH:9][C:10]2[NH:14][C:13](=[O:15])[NH:12][C:11]=2[CH:16]=1)=[O:6]. The catalyst class is: 19. (3) Reactant: [C:1](#[N:3])[CH3:2].CC([O-])(CC)C.[K+].[CH3:11][C:12]1([C:18](OC)=O)[CH2:17][CH2:16][CH2:15][CH2:14][CH2:13]1.Cl.[C:23]1([CH3:31])[CH:28]=[CH:27][C:26]([NH:29][NH2:30])=[CH:25][CH:24]=1.Cl. Product: [CH3:11][C:12]1([C:18]2[CH:2]=[C:1]([NH2:3])[N:29]([C:26]3[CH:27]=[CH:28][C:23]([CH3:31])=[CH:24][CH:25]=3)[N:30]=2)[CH2:17][CH2:16][CH2:15][CH2:14][CH2:13]1. The catalyst class is: 1. (4) Reactant: [Cl:1][C:2]1[C:3]2[CH:10]=[C:9](I)[N:8](S(C3C=CC=CC=3)(=O)=O)[C:4]=2[N:5]=[CH:6][N:7]=1.[CH3:21][N:22]1[CH:26]=[C:25](B2OC(C)(C)C(C)(C)O2)[CH:24]=[N:23]1.C([O-])([O-])=O.[Na+].[Na+]. Product: [Cl:1][C:2]1[C:3]2[CH:10]=[C:9]([C:25]3[CH:24]=[N:23][N:22]([CH3:21])[CH:26]=3)[NH:8][C:4]=2[N:5]=[CH:6][N:7]=1. The catalyst class is: 104. (5) Reactant: [Br:1]Br.[F:3][C:4]1[CH:11]=[C:10]([O:12][CH3:13])[CH:9]=[CH:8][C:5]=1[CH:6]=[O:7].S([O-])(O)=O.[Na+].O. Product: [Br:1][C:9]1[C:10]([O:12][CH3:13])=[CH:11][C:4]([F:3])=[C:5]([CH:8]=1)[CH:6]=[O:7]. The catalyst class is: 5. (6) Reactant: [NH:1]([C:7]([O:9][C:10]([CH3:13])([CH3:12])[CH3:11])=[O:8])[C@H:2]([C:4]([OH:6])=O)[CH3:3].CCN=C=N[CH2:19][CH2:20][CH2:21][N:22]([CH3:24])C.[CH:25]1[CH:26]=[CH:27][C:28]2N(O)N=[N:31][C:29]=2C=1.CN1[CH2:41][CH2:40][O:39][CH2:38][CH2:37]1.[CH3:42]N(C=O)C. Product: [C:10]([O:9][C:7](=[O:8])[NH:1][CH:2]([C:4](=[O:6])[NH:31][C:29]1[CH:28]=[CH:27][CH:26]=[CH:25][C:24]=1[NH:22][C:21]1[CH:20]=[CH:19][C:38]([O:39][CH2:40][CH3:41])=[CH:37][CH:42]=1)[CH3:3])([CH3:13])([CH3:12])[CH3:11]. The catalyst class is: 4. (7) Reactant: C(OC([N:8]1[CH2:12][CH2:11][CH2:10][CH:9]1[C:13]1[NH:17][C:16]2[CH:18]=[C:19]([C:22]3[CH:23]=[C:24]4[C:29](=[CH:30][CH:31]=3)[CH:28]=[C:27]([C:32]3[CH:52]=[CH:51][C:35]5[NH:36][C:37]([CH:39]6[CH2:43][CH2:42][CH2:41][N:40]6C(OC(C)(C)C)=O)=[N:38][C:34]=5[CH:33]=3)[CH:26]=[CH:25]4)[CH:20]=[CH:21][C:15]=2[N:14]=1)=O)(C)(C)C.C(O)(C(F)(F)F)=O. Product: [CH:28]1[C:29]2[C:24](=[CH:23][C:22]([C:19]3[CH:20]=[CH:21][C:15]4[NH:14][C:13]([CH:9]5[CH2:10][CH2:11][CH2:12][NH:8]5)=[N:17][C:16]=4[CH:18]=3)=[CH:31][CH:30]=2)[CH:25]=[CH:26][C:27]=1[C:32]1[CH:52]=[CH:51][C:35]2[NH:36][C:37]([CH:39]3[CH2:43][CH2:42][CH2:41][NH:40]3)=[N:38][C:34]=2[CH:33]=1. The catalyst class is: 2.